Predict which catalyst facilitates the given reaction. From a dataset of Catalyst prediction with 721,799 reactions and 888 catalyst types from USPTO. Reactant: [Br:1]Br.[CH3:3][NH:4][S:5]([C:8]1[S:9][CH:10]=[CH:11][CH:12]=1)(=[O:7])=[O:6].O. Product: [Br:1][C:10]1[S:9][C:8]([S:5]([NH:4][CH3:3])(=[O:7])=[O:6])=[CH:12][CH:11]=1. The catalyst class is: 22.